This data is from NCI-60 drug combinations with 297,098 pairs across 59 cell lines. The task is: Regression. Given two drug SMILES strings and cell line genomic features, predict the synergy score measuring deviation from expected non-interaction effect. Drug 1: CC1=C2C(C(=O)C3(C(CC4C(C3C(C(C2(C)C)(CC1OC(=O)C(C(C5=CC=CC=C5)NC(=O)OC(C)(C)C)O)O)OC(=O)C6=CC=CC=C6)(CO4)OC(=O)C)OC)C)OC. Drug 2: COC1=C(C=C2C(=C1)N=CN=C2NC3=CC(=C(C=C3)F)Cl)OCCCN4CCOCC4. Cell line: SN12C. Synergy scores: CSS=69.8, Synergy_ZIP=6.97, Synergy_Bliss=10.2, Synergy_Loewe=13.9, Synergy_HSA=15.4.